This data is from NCI-60 drug combinations with 297,098 pairs across 59 cell lines. The task is: Regression. Given two drug SMILES strings and cell line genomic features, predict the synergy score measuring deviation from expected non-interaction effect. Drug 1: CC12CCC3C(C1CCC2O)C(CC4=C3C=CC(=C4)O)CCCCCCCCCS(=O)CCCC(C(F)(F)F)(F)F. Drug 2: C1CN(P(=O)(OC1)NCCCl)CCCl. Cell line: MDA-MB-435. Synergy scores: CSS=-1.67, Synergy_ZIP=-0.193, Synergy_Bliss=-3.31, Synergy_Loewe=-4.07, Synergy_HSA=-4.51.